Predict the reaction yield, written as a fraction of the theoretical maximum amount of product (1.0 means a 100% yield; for example, 0.34 means a 34% yield). From a dataset of Reaction yield outcomes from USPTO patents with 853,638 reactions. (1) The reactants are C([O:5][C:6]([C@H:8]1[CH2:12][CH2:11][CH2:10][N:9]1[C:13](=[O:39])[CH2:14][O:15][C:16]1[CH:21]=[C:20]([OH:22])[CH:19]=[C:18]([O:23][CH2:24][C:25]([N:27]2[CH2:31][CH2:30][CH2:29][C@@H:28]2[C:32]([O:34]C(C)(C)C)=[O:33])=[O:26])[CH:17]=1)=[O:7])(C)(C)C. The catalyst is FC(F)(F)C(O)=O. The product is [C:32]([C@H:28]1[CH2:29][CH2:30][CH2:31][N:27]1[C:25](=[O:26])[CH2:24][O:23][C:18]1[CH:17]=[C:16]([CH:21]=[C:20]([OH:22])[CH:19]=1)[O:15][CH2:14][C:13]([N:9]1[CH2:10][CH2:11][CH2:12][C@@H:8]1[C:6]([OH:7])=[O:5])=[O:39])([OH:34])=[O:33]. The yield is 0.960. (2) The product is [CH:18]([C:21]1[CH:26]=[CH:25][C:24]([C:2]2[S:6][C:5]([C:7]3[CH:8]=[C:9]([CH:15]=[CH:16][CH:17]=3)[C:10]([O:12][CH2:13][CH3:14])=[O:11])=[CH:4][CH:3]=2)=[CH:23][CH:22]=1)([CH3:20])[CH3:19]. The reactants are Br[C:2]1[S:6][C:5]([C:7]2[CH:8]=[C:9]([CH:15]=[CH:16][CH:17]=2)[C:10]([O:12][CH2:13][CH3:14])=[O:11])=[CH:4][CH:3]=1.[CH:18]([C:21]1[CH:26]=[CH:25][C:24](B(O)O)=[CH:23][CH:22]=1)([CH3:20])[CH3:19].C([O-])([O-])=O.[Na+].[Na+]. The catalyst is C(O)C.C1(C)C=CC=CC=1.O. The yield is 0.690. (3) The reactants are [Cl:1][C:2]1[CH:3]=[CH:4][C:5]2[N:6]=[CH:7][N:8]=[C:9](OC3CCOCC3)[C:10]=2[N:11]=1.[CH:19]1([NH2:23])[CH2:22][CH2:21][CH2:20]1.CC(C)([O-])C.[Na+]. The catalyst is O1CCOCC1. The product is [Cl:1][C:2]1[CH:3]=[CH:4][C:5]2[N:6]=[CH:7][N:8]=[C:9]([NH:23][CH:19]3[CH2:22][CH2:21][CH2:20]3)[C:10]=2[N:11]=1. The yield is 0.840. (4) The reactants are C(OC(=O)[NH:10][CH2:11][CH2:12][CH2:13][CH2:14][C:15]1[CH:20]=[CH:19][C:18]([CH2:21][CH2:22][CH2:23][CH2:24][NH:25][CH2:26][C@@H:27]([C:29]2[CH:34]=[CH:33][C:32]([O:35][CH2:36][C:37]3C=CC=CC=3)=[C:31]([NH:43][CH:44]=[O:45])[CH:30]=2)[OH:28])=[CH:17][CH:16]=1)C1C=CC=CC=1.C[OH:48]. The catalyst is C(O)(=O)C.[OH-].[OH-].[Pd+2].ClCCl. The product is [C:36]([OH:48])(=[O:35])[CH3:37].[C:36]([OH:48])(=[O:35])[CH3:37].[NH2:10][CH2:11][CH2:12][CH2:13][CH2:14][C:15]1[CH:16]=[CH:17][C:18]([CH2:21][CH2:22][CH2:23][CH2:24][NH:25][CH2:26][C@@H:27]([C:29]2[CH:34]=[CH:33][C:32]([OH:35])=[C:31]([NH:43][CH:44]=[O:45])[CH:30]=2)[OH:28])=[CH:19][CH:20]=1. The yield is 0.990. (5) The reactants are [Br:1][C:2]1[CH:10]=[C:6]([C:7]([OH:9])=O)[C:5]([OH:11])=[CH:4][CH:3]=1.[CH2:12]([O:14][C:15]([C:17]1[S:21][C:20]([NH2:22])=[N:19][C:18]=1[C:23]([F:26])([F:25])[F:24])=[O:16])[CH3:13]. No catalyst specified. The product is [CH2:12]([O:14][C:15]([C:17]1[S:21][C:20]([NH:22][C:7](=[O:9])[C:6]2[CH:10]=[C:2]([Br:1])[CH:3]=[CH:4][C:5]=2[OH:11])=[N:19][C:18]=1[C:23]([F:25])([F:26])[F:24])=[O:16])[CH3:13]. The yield is 0.887.